From a dataset of NCI-60 drug combinations with 297,098 pairs across 59 cell lines. Regression. Given two drug SMILES strings and cell line genomic features, predict the synergy score measuring deviation from expected non-interaction effect. Drug 1: CC1CCC2CC(C(=CC=CC=CC(CC(C(=O)C(C(C(=CC(C(=O)CC(OC(=O)C3CCCCN3C(=O)C(=O)C1(O2)O)C(C)CC4CCC(C(C4)OC)O)C)C)O)OC)C)C)C)OC. Drug 2: C1C(C(OC1N2C=NC(=NC2=O)N)CO)O. Cell line: IGROV1. Synergy scores: CSS=19.9, Synergy_ZIP=-3.98, Synergy_Bliss=0.664, Synergy_Loewe=-24.5, Synergy_HSA=0.0109.